This data is from Peptide-MHC class I binding affinity with 185,985 pairs from IEDB/IMGT. The task is: Regression. Given a peptide amino acid sequence and an MHC pseudo amino acid sequence, predict their binding affinity value. This is MHC class I binding data. (1) The peptide sequence is KLYPNVDFY. The MHC is HLA-A26:03 with pseudo-sequence HLA-A26:03. The binding affinity (normalized) is 0.0847. (2) The peptide sequence is YMTLGQVVF. The MHC is H-2-Kb with pseudo-sequence H-2-Kb. The binding affinity (normalized) is 0.00162. (3) The peptide sequence is HPEIVIYQY. The MHC is HLA-B44:02 with pseudo-sequence HLA-B44:02. The binding affinity (normalized) is 0.